The task is: Predict which catalyst facilitates the given reaction.. This data is from Catalyst prediction with 721,799 reactions and 888 catalyst types from USPTO. (1) Reactant: [F:1][C:2]1[CH:28]=[CH:27][C:5]([CH2:6][O:7][C:8]2[CH:13]=[CH:12][N:11]([C:14]3[CH:15]=[CH:16][C:17]4[N:18]([C:20]([CH3:25])=[C:21]([CH2:23]O)[N:22]=4)[CH:19]=3)[C:10](=[O:26])[CH:9]=2)=[CH:4][CH:3]=1.S(Cl)([Cl:31])=O. Product: [Cl:31][CH2:23][C:21]1[N:22]=[C:17]2[CH:16]=[CH:15][C:14]([N:11]3[CH:12]=[CH:13][C:8]([O:7][CH2:6][C:5]4[CH:27]=[CH:28][C:2]([F:1])=[CH:3][CH:4]=4)=[CH:9][C:10]3=[O:26])=[CH:19][N:18]2[C:20]=1[CH3:25]. The catalyst class is: 2. (2) Reactant: [CH3:1][C:2]1[CH:7]=[C:6]([C:8]2[CH:13]=[CH:12][CH:11]=[CH:10][CH:9]=2)[C:5]([O:14]C)=[C:4]([C:16]2[CH:21]=[CH:20][CH:19]=[CH:18][CH:17]=2)[CH:3]=1.O.C(OCC)C. Product: [CH3:1][C:2]1[CH:3]=[C:4]([C:16]2[CH:21]=[CH:20][CH:19]=[CH:18][CH:17]=2)[C:5]([OH:14])=[C:6]([C:8]2[CH:13]=[CH:12][CH:11]=[CH:10][CH:9]=2)[CH:7]=1. The catalyst class is: 2. (3) Reactant: [Cl:1][C:2]1[CH:9]=[CH:8][CH:7]=[C:6]([F:10])[C:3]=1[CH:4]=O.[N+:11]([C:13]1[CH:22]=[CH:21][C:16]2[O:17][CH2:18][CH2:19][O:20][C:15]=2[CH:14]=1)#[C-:12].[NH2:23][C:24]1[N:29]=[C:28]([NH:30][C:31](=[O:37])[O:32][C:33]([CH3:36])([CH3:35])[CH3:34])[CH:27]=[CH:26][CH:25]=1.[Br-].C([N+]1C=CN(C)C=1)CCC. Product: [Cl:1][C:2]1[CH:9]=[CH:8][CH:7]=[C:6]([F:10])[C:3]=1[C:4]1[N:23]=[C:24]2[CH:25]=[CH:26][CH:27]=[C:28]([NH:30][C:31](=[O:37])[O:32][C:33]([CH3:35])([CH3:34])[CH3:36])[N:29]2[C:12]=1[NH:11][C:13]1[CH:22]=[CH:21][C:16]2[O:17][CH2:18][CH2:19][O:20][C:15]=2[CH:14]=1. The catalyst class is: 243. (4) Reactant: [NH2:1][C:2]1[CH:3]=[CH:4][C:5]([S:9]([NH2:12])(=[O:11])=[O:10])=[N:6][C:7]=1[CH3:8].C(=O)([O-])[O-].[K+].[K+].[Cl:19][CH2:20][C:21](Cl)=[O:22]. Product: [NH2:12][S:9]([C:5]1[N:6]=[C:7]([CH3:8])[C:2]([NH:1][C:21](=[O:22])[CH2:20][Cl:19])=[CH:3][CH:4]=1)(=[O:11])=[O:10]. The catalyst class is: 1. (5) Reactant: Br[C:2]1[CH:29]=[C:5]2[CH2:6][N:7]([C:11]([O:13][CH2:14][C:15]3[CH:20]=[C:19]([C:21]([F:24])([F:23])[F:22])[CH:18]=[C:17]([C:25]([F:28])([F:27])[F:26])[CH:16]=3)=[O:12])[CH2:8][CH2:9][CH2:10][N:4]2[N:3]=1.[CH3:30][N:31]1[CH2:36][CH2:35][NH:34][CH2:33][CH2:32]1.C(O[Na])(C)(C)C.C(P(C(C)(C)C)C1C=CC=CC=1C1C=CC=CC=1)(C)(C)C. Product: [CH3:30][N:31]1[CH2:36][CH2:35][N:34]([C:2]2[CH:29]=[C:5]3[CH2:6][N:7]([C:11]([O:13][CH2:14][C:15]4[CH:20]=[C:19]([C:21]([F:24])([F:23])[F:22])[CH:18]=[C:17]([C:25]([F:28])([F:27])[F:26])[CH:16]=4)=[O:12])[CH2:8][CH2:9][CH2:10][N:4]3[N:3]=2)[CH2:33][CH2:32]1. The catalyst class is: 443. (6) Reactant: [F:1][C:2]1[CH:8]=[C:7]([I:9])[CH:6]=[CH:5][C:3]=1[NH2:4].C(N(CC)CC)C.C1N=C[N:19]([C:22](N2C=NC=C2)=[O:23])C=1.N. Product: [F:1][C:2]1[CH:8]=[C:7]([I:9])[CH:6]=[CH:5][C:3]=1[NH:4][C:22]([NH2:19])=[O:23]. The catalyst class is: 22. (7) Reactant: [CH2:1]([O:3][C:4]([C:6]1[CH:7]([C:18]2[CH:23]=[CH:22][C:21]([F:24])=[CH:20][CH:19]=2)[NH:8][C:9](=[O:17])[N:10]([CH2:12][O:13][CH2:14][CH2:15][CH3:16])[CH:11]=1)=[O:5])[CH3:2].[CH3:25][Si](C)(C)N[Si](C)(C)C.[K].CI.[NH4+].[Cl-]. Product: [CH2:1]([O:3][C:4]([C:6]1[CH:7]([C:18]2[CH:23]=[CH:22][C:21]([F:24])=[CH:20][CH:19]=2)[N:8]([CH3:25])[C:9](=[O:17])[N:10]([CH2:12][O:13][CH2:14][CH2:15][CH3:16])[CH:11]=1)=[O:5])[CH3:2]. The catalyst class is: 1. (8) Reactant: [CH3:1][C:2]1([CH3:11])[CH2:7][CH2:6][CH:5]([CH:8]=O)[C:4](=O)[CH2:3]1.O.[NH2:13][NH2:14]. Product: [CH3:1][C:2]1([CH3:11])[CH2:3][C:4]2[NH:14][N:13]=[CH:8][C:5]=2[CH2:6][CH2:7]1. The catalyst class is: 5.